Dataset: Catalyst prediction with 721,799 reactions and 888 catalyst types from USPTO. Task: Predict which catalyst facilitates the given reaction. (1) Product: [NH2:8][C:6]1[CH:5]=[C:4]([NH:9][C:19](=[O:24])[C:20]([CH3:23])([CH3:22])[CH3:21])[CH:3]=[C:2]([Cl:1])[CH:7]=1. Reactant: [Cl:1][C:2]1[CH:3]=[C:4]([NH2:9])[CH:5]=[C:6]([NH2:8])[CH:7]=1.C(N(C(C)C)CC)(C)C.[C:19](O[C:19](=[O:24])[C:20]([CH3:23])([CH3:22])[CH3:21])(=[O:24])[C:20]([CH3:23])([CH3:22])[CH3:21].C(=O)(O)[O-].[Na+]. The catalyst class is: 120. (2) Reactant: [CH3:1][O:2][C:3]1[N:8]=[CH:7][C:6]([N:9]2[C:14](=[O:15])[NH:13][C:12]3[CH:16]=[CH:17][CH:18]=[CH:19][C:11]=3[S:10]2(=[O:21])=[O:20])=[CH:5][C:4]=1[CH3:22].[F:23][C:24]1[CH:31]=[C:30]([O:32][CH3:33])[CH:29]=[C:28]([F:34])[C:25]=1[CH2:26]Br.[C:35]([O-])([O-])=O.[K+].[K+].COC1C(C)=CC(N2C(=O)N(CC3C(F)=CC(F)=CC=3F)C3C=CC=CC=3S2(=O)=O)=CC=1C. Product: [F:23][C:24]1[CH:31]=[C:30]([O:32][CH3:33])[CH:29]=[C:28]([F:34])[C:25]=1[CH2:26][N:13]1[C:12]2[CH:16]=[CH:17][CH:18]=[CH:19][C:11]=2[S:10](=[O:21])(=[O:20])[N:9]([C:6]2[CH:7]=[N:8][C:3]([O:2][CH2:1][CH3:35])=[C:4]([CH3:22])[CH:5]=2)[C:14]1=[O:15]. The catalyst class is: 3. (3) Reactant: [CH3:1][O:2][C:3]1[CH:8]=[CH:7][C:6]([C:9](=[O:16])[CH2:10][C:11]([O:13][CH2:14][CH3:15])=[O:12])=[CH:5][CH:4]=1.[F:17][C:18]([F:28])([F:27])[C:19]1[CH:26]=[CH:25][C:22]([CH2:23]Br)=[CH:21][CH:20]=1.C(=O)([O-])[O-].[K+].[K+]. Product: [CH3:1][O:2][C:3]1[CH:4]=[CH:5][C:6]([C:9](=[O:16])[CH:10]([CH2:23][C:22]2[CH:21]=[CH:20][C:19]([C:18]([F:17])([F:27])[F:28])=[CH:26][CH:25]=2)[C:11]([O:13][CH2:14][CH3:15])=[O:12])=[CH:7][CH:8]=1. The catalyst class is: 10. (4) Reactant: C[O:2][C:3](=[O:43])[C:4]1[CH:9]=[CH:8][C:7]([Cl:10])=[CH:6][C:5]=1[N:11]([S:19]([C:22]1[CH:27]=[CH:26][C:25]([O:28][CH2:29][CH2:30][C:31]2[N:32]=[C:33]([C:37]3[CH:42]=[CH:41][CH:40]=[CH:39][CH:38]=3)[O:34][C:35]=2[CH3:36])=[CH:24][CH:23]=1)(=[O:21])=[O:20])C(OC(C)(C)C)=O.[OH-].[Na+]. Product: [Cl:10][C:7]1[CH:8]=[CH:9][C:4]([C:3]([OH:43])=[O:2])=[C:5]([NH:11][S:19]([C:22]2[CH:23]=[CH:24][C:25]([O:28][CH2:29][CH2:30][C:31]3[N:32]=[C:33]([C:37]4[CH:38]=[CH:39][CH:40]=[CH:41][CH:42]=4)[O:34][C:35]=3[CH3:36])=[CH:26][CH:27]=2)(=[O:20])=[O:21])[CH:6]=1. The catalyst class is: 12. (5) Product: [F:1][C:2]([F:7])([F:6])[C:3]([OH:5])=[O:4].[N:24]1([C:21](=[O:23])[CH2:20][S:19][C:16]2[NH:17][CH:18]=[C:14]([C:10]3[CH:9]=[N:8][CH:13]=[CH:12][CH:11]=3)[N:15]=2)[CH2:29][CH2:28][CH2:27][CH2:26][CH2:25]1. Reactant: [F:1][C:2]([F:7])([F:6])[C:3]([OH:5])=[O:4].[N:8]1[CH:13]=[CH:12][CH:11]=[C:10]([C:14]2[N:15]=[C:16]([S:19][CH2:20][C:21]([OH:23])=O)[NH:17][CH:18]=2)[CH:9]=1.[NH:24]1[CH2:29][CH2:28][CH2:27][CH2:26][CH2:25]1.[B-](F)(F)(F)F.CCOC(C(C#N)=NOC(N(C)C)=[N+](C)C)=O. The catalyst class is: 3. (6) Reactant: [Br:1][C:2]1[C:3]([CH3:12])=[C:4]([CH:9]=[CH:10][CH:11]=1)[C:5]([O:7][CH3:8])=[O:6].C(OOC(=O)C1C=CC=CC=1)(=O)C1C=CC=CC=1.C1C(=O)N([Br:38])C(=O)C1. Product: [Br:1][C:2]1[C:3]([CH2:12][Br:38])=[C:4]([CH:9]=[CH:10][CH:11]=1)[C:5]([O:7][CH3:8])=[O:6]. The catalyst class is: 48. (7) Reactant: [Cl:1][CH2:2][C:3]1[NH:7][C:6]2[CH:8]=[CH:9][C:10]([F:12])=[CH:11][C:5]=2[N:4]=1.[C:13]([O:17][C:18](O[C:18]([O:17][C:13]([CH3:16])([CH3:15])[CH3:14])=[O:19])=[O:19])([CH3:16])([CH3:15])[CH3:14]. Product: [Cl:1][CH2:2][C:3]1[N:7]([C:18]([O:17][C:13]([CH3:16])([CH3:15])[CH3:14])=[O:19])[C:6]2[CH:8]=[CH:9][C:10]([F:12])=[CH:11][C:5]=2[N:4]=1. The catalyst class is: 12. (8) Product: [Cl:22][C:23]1[CH:30]=[CH:29][CH:28]=[C:27]([F:31])[C:24]=1[CH2:25][NH:26][C:2]1[CH:7]=[CH:6][N:5]=[CH:4][C:3]=1[S:8]([NH:11][C:12]1[CH:17]=[CH:16][C:15]([O:18][CH3:19])=[C:14]([O:20][CH3:21])[CH:13]=1)(=[O:10])=[O:9]. Reactant: Cl[C:2]1[CH:7]=[CH:6][N:5]=[CH:4][C:3]=1[S:8]([NH:11][C:12]1[CH:17]=[CH:16][C:15]([O:18][CH3:19])=[C:14]([O:20][CH3:21])[CH:13]=1)(=[O:10])=[O:9].[Cl:22][C:23]1[CH:30]=[CH:29][CH:28]=[C:27]([F:31])[C:24]=1[CH2:25][NH2:26].C([O-])([O-])=O.[K+].[K+].C([O-])(O)=O.[Na+]. The catalyst class is: 3. (9) Reactant: Br[C:2]1[CH:7]=[CH:6][N:5]=[C:4]([O:8][CH2:9][CH2:10][O:11][CH3:12])[CH:3]=1.[B:13]1([B:13]2[O:17][C:16]([CH3:19])([CH3:18])[C:15]([CH3:21])([CH3:20])[O:14]2)[O:17][C:16]([CH3:19])([CH3:18])[C:15]([CH3:21])([CH3:20])[O:14]1.C([O-])(=O)C.[K+]. Product: [CH3:12][O:11][CH2:10][CH2:9][O:8][C:4]1[CH:3]=[C:2]([B:13]2[O:17][C:16]([CH3:19])([CH3:18])[C:15]([CH3:21])([CH3:20])[O:14]2)[CH:7]=[CH:6][N:5]=1. The catalyst class is: 439. (10) Reactant: [CH2:1]([O:8][C:9](=[O:27])[NH:10][CH2:11][CH2:12][CH2:13][NH:14][C:15]1[C:20](/[CH:21]=[CH:22]\OCC)=[CH:19][N:18]=[C:17]([Cl:26])[N:16]=1)[C:2]1[CH:7]=[CH:6][CH:5]=[CH:4][CH:3]=1. Product: [CH2:1]([O:8][C:9](=[O:27])[NH:10][CH2:11][CH2:12][CH2:13][N:14]1[C:15]2[N:16]=[C:17]([Cl:26])[N:18]=[CH:19][C:20]=2[CH:21]=[CH:22]1)[C:2]1[CH:7]=[CH:6][CH:5]=[CH:4][CH:3]=1. The catalyst class is: 15.